From a dataset of Forward reaction prediction with 1.9M reactions from USPTO patents (1976-2016). Predict the product of the given reaction. The product is: [F:40][C:36]1([F:39])[CH2:37][CH2:38][N:34]([S:31]([C:26]2[CH:27]=[CH:28][CH:29]=[CH:30][C:25]=2[C:6]2[CH:5]=[CH:4][C:3]([C:17]3[N:18]=[CH:19][C:20]([NH2:23])=[N:21][CH:22]=3)=[C:2]([F:1])[CH:7]=2)(=[O:33])=[O:32])[CH2:35]1. Given the reactants [F:1][C:2]1[CH:7]=[C:6](B2OC(C)(C)C(C)(C)O2)[CH:5]=[CH:4][C:3]=1[C:17]1[N:18]=[CH:19][C:20]([NH2:23])=[N:21][CH:22]=1.Br[C:25]1[CH:30]=[CH:29][CH:28]=[CH:27][C:26]=1[S:31]([N:34]1[CH2:38][CH2:37][C:36]([F:40])([F:39])[CH2:35]1)(=[O:33])=[O:32], predict the reaction product.